This data is from Forward reaction prediction with 1.9M reactions from USPTO patents (1976-2016). The task is: Predict the product of the given reaction. Given the reactants [ClH:1].[CH2:2]([C:7]1[N:8]=[C:9]([NH2:12])[NH:10][CH:11]=1)[CH2:3][CH2:4][C:5]#[CH:6].[CH2:13]([N:20]=[N+:21]=[N-:22])[C:14]1[CH:19]=[CH:18][CH:17]=[CH:16][CH:15]=1, predict the reaction product. The product is: [ClH:1].[CH2:13]([N:20]1[CH:6]=[C:5]([CH2:4][CH2:3][CH2:2][C:7]2[N:8]=[C:9]([NH2:12])[NH:10][CH:11]=2)[N:22]=[N:21]1)[C:14]1[CH:19]=[CH:18][CH:17]=[CH:16][CH:15]=1.